From a dataset of Reaction yield outcomes from USPTO patents with 853,638 reactions. Predict the reaction yield, written as a fraction of the theoretical maximum amount of product (1.0 means a 100% yield; for example, 0.34 means a 34% yield). (1) The reactants are [Cl:1][C:2]1[CH:7]=[C:6]2[CH2:8][O:9][C:10]3[CH:33]=[C:32]4[C:13]([CH:14]=[CH:15][C:16]5[N:20]=[C:19]([C@@H:21]6[CH2:25][C@H:24]([O:26][CH2:27][CH3:28])[CH2:23][N:22]6C([O-])=O)[NH:18][C:17]=54)=[CH:12][C:11]=3[C:5]2=[CH:4][CH:3]=1.Cl.[CH3:35][O:36][C:37]([NH:39][C@@H:40]([CH:44]([CH3:46])[CH3:45])[C:41](O)=[O:42])=[O:38].CN(C(ON1N=NC2C=CC=NC1=2)=[N+](C)C)C.F[P-](F)(F)(F)(F)F.CCN(C(C)C)C(C)C. The catalyst is C(Cl)Cl.CO. The product is [Cl:1][C:2]1[CH:7]=[C:6]2[CH2:8][O:9][C:10]3[CH:33]=[C:32]4[C:13]([CH:14]=[CH:15][C:16]5[N:20]=[C:19]([C@@H:21]6[CH2:25][C@H:24]([O:26][CH2:27][CH3:28])[CH2:23][N:22]6[C:41](=[O:42])[C@@H:40]([NH:39][C:37](=[O:38])[O:36][CH3:35])[CH:44]([CH3:46])[CH3:45])[NH:18][C:17]=54)=[CH:12][C:11]=3[C:5]2=[CH:4][CH:3]=1. The yield is 0.900. (2) The reactants are I[C:2]1[C:3]([O:20][CH3:21])=[CH:4][C:5]([CH:17]([CH3:19])[CH3:18])=[C:6]([CH:16]=1)[O:7][C:8]1[C:9]([NH2:15])=[N:10][C:11]([NH2:14])=[N:12][CH:13]=1.C([O-])(=O)C.[K+].[S:27]1[CH:31]=[CH:30][N:29]=[CH:28]1. The catalyst is CN(C)C(=O)C.C1C=CC([P]([Pd]([P](C2C=CC=CC=2)(C2C=CC=CC=2)C2C=CC=CC=2)([P](C2C=CC=CC=2)(C2C=CC=CC=2)C2C=CC=CC=2)[P](C2C=CC=CC=2)(C2C=CC=CC=2)C2C=CC=CC=2)(C2C=CC=CC=2)C2C=CC=CC=2)=CC=1. The product is [CH:17]([C:5]1[CH:4]=[C:3]([O:20][CH3:21])[C:2]([C:31]2[S:27][CH:28]=[N:29][CH:30]=2)=[CH:16][C:6]=1[O:7][C:8]1[C:9]([NH2:15])=[N:10][C:11]([NH2:14])=[N:12][CH:13]=1)([CH3:19])[CH3:18]. The yield is 0.0900. (3) The reactants are C(OC([NH:11][CH:12]([CH2:21][O:22][CH3:23])[C:13](=[O:20])[C:14]([CH3:19])([CH3:18])[C:15]([O-])=[O:16])=O)C1C=CC=CC=1. The catalyst is CO.[C].[Pd]. The product is [CH3:23][O:22][CH2:21][CH:12]1[NH:11][C:15](=[O:16])[C:14]([CH3:19])([CH3:18])[C:13]1=[O:20]. The yield is 0.840. (4) The reactants are Br[C:2]1[CH:6]=[CH:5][O:4][CH:3]=1.[Li]CCCC.[CH:12]([Si:15]([CH:36]([CH3:38])[CH3:37])([CH:33]([CH3:35])[CH3:34])[O:16][C:17]1[CH:24]=[C:23]2[C:20]([CH2:21][C:22]2([CH2:27][CH2:28][CH:29]=[O:30])[C:25]#[N:26])=[CH:19][C:18]=1[O:31][CH3:32])([CH3:14])[CH3:13].[NH4+].[Cl-]. The catalyst is CCOCC. The product is [O:4]1[CH:5]=[CH:6][C:2]([CH:29]([OH:30])[CH2:28][CH2:27][C:22]2([C:25]#[N:26])[CH2:21][C:20]3[C:23]2=[CH:24][C:17]([O:16][Si:15]([CH:12]([CH3:14])[CH3:13])([CH:36]([CH3:37])[CH3:38])[CH:33]([CH3:35])[CH3:34])=[C:18]([O:31][CH3:32])[CH:19]=3)=[CH:3]1. The yield is 0.490. (5) The catalyst is C(#N)C. The yield is 0.650. The reactants are [Cl:1][C:2]1[N:7]=[CH:6][C:5]([C:8]2[CH:17]=[C:16]3[C:11]([N:12]=[CH:13][C:14]([N:18]4[CH2:23][CH2:22][N:21](C(OC(C)(C)C)=O)[CH2:20][CH2:19]4)=[N:15]3)=[CH:10][CH:9]=2)=[CH:4][C:3]=1[NH:31][S:32]([C:35]1[CH:40]=[CH:39][CH:38]=[CH:37][CH:36]=1)(=[O:34])=[O:33].FC(F)(F)C(O)=O. The product is [Cl:1][C:2]1[C:3]([NH:31][S:32]([C:35]2[CH:36]=[CH:37][CH:38]=[CH:39][CH:40]=2)(=[O:33])=[O:34])=[CH:4][C:5]([C:8]2[CH:17]=[C:16]3[C:11](=[CH:10][CH:9]=2)[N:12]=[CH:13][C:14]([N:18]2[CH2:19][CH2:20][NH:21][CH2:22][CH2:23]2)=[N:15]3)=[CH:6][N:7]=1. (6) The reactants are I([O-])(=O)(=O)=O.[Na+].[Cl:7][C:8]1[N:13]=[C:12]([N:14]2[CH2:19][CH2:18][O:17][CH2:16][C@H:15]2[CH3:20])[CH:11]=[C:10]([CH2:21][S:22][CH3:23])[N:9]=1.S(S([O-])=O)([O-])(=O)=[O:25].[Na+].[Na+]. The catalyst is O.CCOC(C)=O.CO. The product is [Cl:7][C:8]1[N:13]=[C:12]([N:14]2[CH2:19][CH2:18][O:17][CH2:16][C@H:15]2[CH3:20])[CH:11]=[C:10]([CH2:21][S@@:22]([CH3:23])=[O:25])[N:9]=1. The yield is 0.190.